From a dataset of Catalyst prediction with 721,799 reactions and 888 catalyst types from USPTO. Predict which catalyst facilitates the given reaction. (1) Reactant: Cl.Cl.[CH2:3]1[C@H:8]2[CH2:9][NH:10][CH2:11][CH2:12][N:7]2[CH2:6][CH2:5][O:4]1.[Cl:13][C:14]1[N:19]=[C:18]([N:20]([C:36]([O:38][C:39]([CH3:42])([CH3:41])[CH3:40])=[O:37])[N:21]([C:29]([O:31][C:32]([CH3:35])([CH3:34])[CH3:33])=[O:30])[C:22]([O:24][C:25]([CH3:28])([CH3:27])[CH3:26])=[O:23])[C:17]([F:43])=[C:16](Cl)[N:15]=1.C(N(CC)C(C)C)(C)C. Product: [Cl:13][C:14]1[N:19]=[C:18]([N:20]([C:36]([O:38][C:39]([CH3:42])([CH3:41])[CH3:40])=[O:37])[N:21]([C:22]([O:24][C:25]([CH3:26])([CH3:27])[CH3:28])=[O:23])[C:29]([O:31][C:32]([CH3:33])([CH3:34])[CH3:35])=[O:30])[C:17]([F:43])=[C:16]([N:10]2[CH2:11][CH2:12][N:7]3[C@@H:8]([CH2:3][O:4][CH2:5][CH2:6]3)[CH2:9]2)[N:15]=1. The catalyst class is: 215. (2) Reactant: C(O[C:5](=[O:7])[CH3:6])(=O)C.[NH2:8][CH2:9][CH2:10][N:11]1[C:15]([C:16]2[CH:21]=[CH:20][N:19]=[C:18]([NH:22][C:23]3[CH:28]=[CH:27][CH:26]=[C:25]([Cl:29])[CH:24]=3)[N:17]=2)=[CH:14][N:13]=[CH:12]1.N. Product: [Cl:29][C:25]1[CH:24]=[C:23]([CH:28]=[CH:27][CH:26]=1)[NH:22][C:18]1[N:17]=[C:16]([C:15]2[N:11]([CH2:10][CH2:9][NH:8][C:5](=[O:7])[CH3:6])[CH:12]=[N:13][CH:14]=2)[CH:21]=[CH:20][N:19]=1. The catalyst class is: 436. (3) Reactant: [C:1]([N:8]1[CH2:12][CH2:11][C@@H:10]([OH:13])[CH2:9]1)([O:3][C:4]([CH3:7])([CH3:6])[CH3:5])=[O:2].[C:14]1(O)[CH:19]=[CH:18][CH:17]=[CH:16][CH:15]=1.C1(P(C2C=CC=CC=2)C2C=CC=CC=2)C=CC=CC=1. Product: [O:13]([C@H:10]1[CH2:11][CH2:12][N:8]([C:1]([O:3][C:4]([CH3:7])([CH3:6])[CH3:5])=[O:2])[CH2:9]1)[C:14]1[CH:19]=[CH:18][CH:17]=[CH:16][CH:15]=1. The catalyst class is: 7. (4) Reactant: [CH3:1][NH:2][C:3](=[O:17])[C:4]1[CH:9]=[C:8]([C:10]#[N:11])[C:7]([CH2:12]Br)=[CH:6][C:5]=1[O:14][CH2:15][CH3:16].[N-:18]=[N+:19]=[N-:20].[Na+]. Product: [CH3:1][NH:2][C:3](=[O:17])[C:4]1[CH:9]=[C:8]([C:10]#[N:11])[C:7]([CH2:12][N:18]=[N+:19]=[N-:20])=[CH:6][C:5]=1[O:14][CH2:15][CH3:16]. The catalyst class is: 42. (5) Reactant: Br[C:2]1[CH:12]=[C:11]([CH3:13])[C:5]2[N:6]=[C:7]([NH2:10])[N:8]=[N:9][C:4]=2[CH:3]=1.[N+:14]([C:17]1[CH:18]=[C:19](B(O)O)[CH:20]=[CH:21][CH:22]=1)([O-:16])=[O:15].C(=O)([O-])[O-].[Na+].[Na+]. Product: [CH3:13][C:11]1[C:5]2[N:6]=[C:7]([NH2:10])[N:8]=[N:9][C:4]=2[CH:3]=[C:2]([C:21]2[CH:20]=[CH:19][CH:18]=[C:17]([N+:14]([O-:16])=[O:15])[CH:22]=2)[CH:12]=1. The catalyst class is: 73. (6) Product: [NH2:15][C:16]1[N:24]=[CH:23][N:22]=[C:21]2[C:17]=1[N:18]=[CH:19][N:20]2[C@H:25]1[C@H:29]2[C@H:28]([O:32][C:31]([CH3:33])([CH3:34])[O:30]2)[C@@H:27]([CH2:35][N:36]([CH3:41])[CH2:37][CH2:38][CH2:39][NH:40][C:10]2[NH:11][C:7]3[CH:6]=[C:5]([C:1]([CH3:4])([CH3:3])[CH3:2])[CH:14]=[CH:13][C:8]=3[N:9]=2)[O:26]1. Reactant: [C:1]([C:5]1[CH:14]=[CH:13][C:8]2[NH:9][C:10](Cl)=[N:11][C:7]=2[CH:6]=1)([CH3:4])([CH3:3])[CH3:2].[NH2:15][C:16]1[N:24]=[CH:23][N:22]=[C:21]2[C:17]=1[N:18]=[CH:19][N:20]2[C@H:25]1[C@@H:29]2[O:30][C:31]([CH3:34])([CH3:33])[O:32][C@@H:28]2[C@@H:27]([CH2:35][N:36]([CH3:41])[CH2:37][CH2:38][CH2:39][NH2:40])[O:26]1. The catalyst class is: 114.